Predict which catalyst facilitates the given reaction. From a dataset of Catalyst prediction with 721,799 reactions and 888 catalyst types from USPTO. (1) The catalyst class is: 2. Reactant: N1C=CC=CC=1.[CH2:7]([OH:12])[CH2:8][CH:9]([OH:11])[CH3:10].[C:13]1([CH3:23])[CH:18]=[CH:17][C:16]([S:19](Cl)(=[O:21])=[O:20])=[CH:15][CH:14]=1.O. Product: [C:13]1([CH3:23])[CH:18]=[CH:17][C:16]([S:19]([O:12][CH2:7][CH2:8][CH:9]([CH3:10])[OH:11])(=[O:21])=[O:20])=[CH:15][CH:14]=1. (2) Reactant: C([C:3]1[N:8]=[C:7]2[C:9]([C:19](=[O:28])[NH:20][C@H:21]3[CH2:26][CH2:25][CH2:24][CH2:23][C@@H:22]3[OH:27])=[CH:10][N:11]([C:12](OC(C)(C)C)=O)[C:6]2=[CH:5][CH:4]=1)#N.Cl[CH2:30][C:31]1[CH:36]=[CH:35][C:34](C)=[CH:33][CH:32]=1.C(=O)([O-])[O-].[Cs+].[Cs+]. Product: [OH:27][C@H:22]1[CH2:23][CH2:24][CH2:25][CH2:26][C@@H:21]1[NH:20][C:19]([C:9]1[C:7]2=[N:8][CH:3]=[CH:4][CH:5]=[C:6]2[N:11]([CH2:12][C:34]2[CH:35]=[CH:36][C:31]([CH3:30])=[CH:32][CH:33]=2)[CH:10]=1)=[O:28]. The catalyst class is: 3. (3) Reactant: [N:1]1[CH:6]=[CH:5][CH:4]=[C:3]([C:7]2[CH:41]=[CH:40][C:10]([CH2:11]C[Si](O[Si](C[CH2:11][C:10]3[CH:9]=[CH:8][C:7]([C:3]4[N:2]=[N:1][CH:6]=[CH:5][CH:4]=4)=[CH:41][CH:40]=3)(C)C(C)(C)C)(C(C)(C)C)C)=[CH:9][CH:8]=2)[N:2]=1.[F-].C([N+](CCCC)(CCCC)CCCC)CCC.C1C[O:63]CC1. Product: [N:1]1[CH:6]=[CH:5][CH:4]=[C:3]([C:7]2[CH:41]=[CH:40][C:10]([CH2:11][OH:63])=[CH:9][CH:8]=2)[N:2]=1. The catalyst class is: 13. (4) Reactant: [CH:1]1C=[CH:3][C:4]([C:23]([OH:25])=[O:24])=[C:5](C2C3C=CC(O)=CC=3OC3C=2C=CC(C=3)=O)[CH:6]=1.N1C=NN=N1.C(N(C(C)C)P(OCC)[O:36]CC)(C)C.[CH2:45]([Cl:47])Cl.C(Cl)(Cl)Cl. Product: [Cl:47][C:45]1[CH:3]=[C:4]([CH:5]=[CH:6][CH:1]=1)[C:23]([O:25][OH:36])=[O:24]. The catalyst class is: 1. (5) Product: [CH2:1]([O:3][C:4](=[O:18])[C:5]1[CH:10]=[C:9]([N+:11]([O-:13])=[O:12])[CH:8]=[C:7]([N+:14]([O-:16])=[O:15])[C:6]=1[CH:17]=[CH:21][N:24]([CH3:26])[CH3:25])[CH3:2]. Reactant: [CH2:1]([O:3][C:4](=[O:18])[C:5]1[CH:10]=[C:9]([N+:11]([O-:13])=[O:12])[CH:8]=[C:7]([N+:14]([O-:16])=[O:15])[C:6]=1[CH3:17])[CH3:2].CO[CH:21]([N:24]([CH3:26])[CH3:25])OC. The catalyst class is: 3. (6) Reactant: Br[C:2]1[N:3]=[C:4]([CH3:24])[N:5]2[C:10]3[CH:11]=[CH:12][N:13](S(C4C=CC(C)=CC=4)(=O)=O)[C:9]=3[N:8]=[CH:7][C:6]=12.C([O:27][C:28]([CH2:30][N:31]1[CH:35]=[C:34](B(O)O)[CH:33]=[N:32]1)=[O:29])C.C([O-])([O-])=O.[Cs+].[Cs+]. Product: [CH3:24][C:4]1[N:5]2[C:10]3[CH:11]=[CH:12][NH:13][C:9]=3[N:8]=[CH:7][C:6]2=[C:2]([C:34]2[CH:33]=[N:32][N:31]([CH2:30][C:28]([OH:29])=[O:27])[CH:35]=2)[N:3]=1. The catalyst class is: 551.